From a dataset of Catalyst prediction with 721,799 reactions and 888 catalyst types from USPTO. Predict which catalyst facilitates the given reaction. (1) Reactant: [F:1][C:2]1[CH:10]=[C:9]2[C:5]([CH:6]=[N:7][NH:8]2)=[CH:4][C:3]=1[C:11]#N.[H-].C([Al+]CC(C)C)C(C)C.C(OCC)(=[O:25])C.C(O)(=O)C(C(C(O)=O)O)O. Product: [F:1][C:2]1[CH:10]=[C:9]2[C:5]([CH:6]=[N:7][NH:8]2)=[CH:4][C:3]=1[CH:11]=[O:25]. The catalyst class is: 11. (2) Reactant: Cl.[NH2:2][CH2:3][CH2:4][NH:5][C:6]([C:8]1[N:9]=[CH:10][C:11]([CH3:15])=[N+:12]([O-:14])[CH:13]=1)=[O:7].[C:16](O)(=[O:38])[CH2:17][CH2:18]/[CH:19]=[CH:20]\[CH2:21]/[CH:22]=[CH:23]\[CH2:24]/[CH:25]=[CH:26]\[CH2:27]/[CH:28]=[CH:29]\[CH2:30]/[CH:31]=[CH:32]\[CH2:33]/[CH:34]=[CH:35]\[CH2:36][CH3:37].CN(C(ON1N=NC2C=CC=NC1=2)=[N+](C)C)C.F[P-](F)(F)(F)(F)F.CCN(C(C)C)C(C)C. Product: [C:16]([NH:2][CH2:3][CH2:4][NH:5][C:6]([C:8]1[N:9]=[CH:10][C:11]([CH3:15])=[N+:12]([O-:14])[CH:13]=1)=[O:7])(=[O:38])[CH2:17][CH2:18]/[CH:19]=[CH:20]\[CH2:21]/[CH:22]=[CH:23]\[CH2:24]/[CH:25]=[CH:26]\[CH2:27]/[CH:28]=[CH:29]\[CH2:30]/[CH:31]=[CH:32]\[CH2:33]/[CH:34]=[CH:35]\[CH2:36][CH3:37]. The catalyst class is: 31. (3) Reactant: [N+:1]([C:4]1[C:12]([N+:13]([O-])=O)=[CH:11][C:7]2[NH:8][CH:9]=[N:10][C:6]=2[CH:5]=1)([O-])=O.[H][H]. Product: [NH2:13][C:12]1[C:4]([NH2:1])=[CH:5][C:6]2[NH:10][CH:9]=[N:8][C:7]=2[CH:11]=1. The catalyst class is: 50. (4) Reactant: [F:1][C:2]1[CH:3]=[C:4]([N:16]2[CH2:21][CH2:20][O:19][CH2:18][CH2:17]2)[CH:5]=[CH:6][C:7]=1[CH2:8][N:9]1[CH2:14][CH2:13][NH:12][C@H:11]([CH3:15])[CH2:10]1.[C:22](=O)([O:31]N1C(=O)CCC1=O)[O:23][N:24]1[C:28](=[O:29])[CH2:27][CH2:26][C:25]1=[O:30].C(N(CC)CC)C. Product: [F:1][C:2]1[CH:3]=[C:4]([N:16]2[CH2:21][CH2:20][O:19][CH2:18][CH2:17]2)[CH:5]=[CH:6][C:7]=1[CH2:8][N:9]1[CH2:14][CH2:13][N:12]([C:22]([O:23][N:24]2[C:28](=[O:29])[CH2:27][CH2:26][C:25]2=[O:30])=[O:31])[C@H:11]([CH3:15])[CH2:10]1. The catalyst class is: 23. (5) Reactant: C(OC([N:8]1[CH2:13][CH2:12][CH:11]([NH:14][CH2:15][C:16]2[S:17][C:18]([N+:21]([O-:23])=[O:22])=[CH:19][CH:20]=2)[CH2:10][CH2:9]1)=O)(C)(C)C.Cl. Product: [N+:21]([C:18]1[S:17][C:16]([CH2:15][NH:14][CH:11]2[CH2:10][CH2:9][NH:8][CH2:13][CH2:12]2)=[CH:20][CH:19]=1)([O-:23])=[O:22]. The catalyst class is: 135. (6) Reactant: [CH3:1][C:2]1([CH3:14])[C:6]([CH3:8])([CH3:7])[O:5][B:4]([C:9]2[CH:10]=[N:11][NH:12][CH:13]=2)[O:3]1.[H-].[Na+].Br[CH2:18][CH2:19][N:20]([CH2:23][CH3:24])[CH2:21][CH3:22].[I-].[K+]. Product: [CH2:19]([N:20]([CH2:23][CH3:24])[CH2:21][CH2:22][N:12]1[CH:13]=[C:9]([B:4]2[O:5][C:6]([CH3:7])([CH3:8])[C:2]([CH3:14])([CH3:1])[O:3]2)[CH:10]=[N:11]1)[CH3:18]. The catalyst class is: 355. (7) Product: [C:16]([O:20][C:21]([N:23]1[CH2:28][CH2:27][CH2:26][C@@H:25]([CH2:29][NH:30][C:38]([NH:39][C:40]2[CH:45]=[C:44]([C:46]3[N:50]([CH3:51])[N:49]=[N:48][N:47]=3)[CH:43]=[C:42]([CH2:52][CH3:53])[CH:41]=2)=[O:37])[CH2:24]1)=[O:22])([CH3:19])([CH3:18])[CH3:17]. Reactant: C(OC(N1CCCC(CO)C1)=O)(C)(C)C.[C:16]([O:20][C:21]([N:23]1[CH2:28][CH2:27][CH2:26][C@@H:25]([CH2:29][NH2:30])[CH2:24]1)=[O:22])([CH3:19])([CH3:18])[CH3:17].C1([O:37][C:38](=O)[NH:39][C:40]2[CH:45]=[C:44]([C:46]3[N:50]([CH3:51])[N:49]=[N:48][N:47]=3)[CH:43]=[C:42]([CH2:52][CH3:53])[CH:41]=2)C=CC=CC=1.C(N(CC)CC)C. The catalyst class is: 9. (8) Reactant: Cl[C:2]1[CH:7]=[C:6]([N:8]2[CH:12]=[CH:11][CH:10]=[N:9]2)[N:5]=[C:4]([C:13]2[O:14][CH:15]=[CH:16][CH:17]=2)[N:3]=1.[CH:18]1([CH2:21][NH2:22])[CH2:20][CH2:19]1. Product: [CH:18]1([CH2:21][NH:22][C:2]2[CH:7]=[C:6]([N:8]3[CH:12]=[CH:11][CH:10]=[N:9]3)[N:5]=[C:4]([C:13]3[O:14][CH:15]=[CH:16][CH:17]=3)[N:3]=2)[CH2:20][CH2:19]1. The catalyst class is: 709. (9) Reactant: [N+:1]([C:4]1[CH:11]=[C:10]([C:12]2[N:16](C3CCCCO3)[N:15]=[CH:14][CH:13]=2)[CH:9]=[CH:8][C:5]=1[C:6]#[N:7])([O-:3])=[O:2].Cl.O.[OH-].[Na+]. Product: [N+:1]([C:4]1[CH:11]=[C:10]([C:12]2[NH:16][N:15]=[CH:14][CH:13]=2)[CH:9]=[CH:8][C:5]=1[C:6]#[N:7])([O-:3])=[O:2]. The catalyst class is: 14.